Dataset: Catalyst prediction with 721,799 reactions and 888 catalyst types from USPTO. Task: Predict which catalyst facilitates the given reaction. (1) Reactant: Cl[C:2]1[N:7]=[C:6]([NH:8][C:9]2[CH:14]=[CH:13][C:12]([O:15][C:16]([F:19])([F:18])[F:17])=[CH:11][CH:10]=2)[CH:5]=[C:4]([N:20]2[CH2:25][CH2:24][O:23][CH2:22][CH2:21]2)[CH:3]=1.C(=O)([O-])[O-].[Na+].[Na+].[CH3:32][S:33]([C:36]1[CH:37]=[C:38](B(O)O)[CH:39]=[CH:40][CH:41]=1)(=[O:35])=[O:34].O. Product: [CH3:32][S:33]([C:36]1[CH:41]=[C:40]([C:2]2[N:7]=[C:6]([NH:8][C:9]3[CH:14]=[CH:13][C:12]([O:15][C:16]([F:19])([F:18])[F:17])=[CH:11][CH:10]=3)[CH:5]=[C:4]([N:20]3[CH2:25][CH2:24][O:23][CH2:22][CH2:21]3)[CH:3]=2)[CH:39]=[CH:38][CH:37]=1)(=[O:35])=[O:34]. The catalyst class is: 77. (2) Product: [N+:7]([C:10]1[CH:11]=[C:12]([C:16]([F:17])([F:18])[F:19])[CH:13]=[CH:14][C:15]=1[CH2:21][C:22]([O:24][C:25]([CH3:28])([CH3:27])[CH3:26])=[O:23])([O-:9])=[O:8]. Reactant: [K].CC(C)([O-])C.[N+:7]([C:10]1[CH:11]=[C:12]([C:16]([F:19])([F:18])[F:17])[CH:13]=[CH:14][CH:15]=1)([O-:9])=[O:8].Cl[CH2:21][C:22]([O:24][C:25]([CH3:28])([CH3:27])[CH3:26])=[O:23]. The catalyst class is: 9. (3) Reactant: Cl[C:2]1[C:3]([C:18]2[CH:23]=[CH:22][C:21]([Cl:24])=[CH:20][CH:19]=2)=[C:4]([C:12]2[CH:17]=[CH:16][N:15]=[CH:14][CH:13]=2)[C:5]2[N:6]([C:8](=[O:11])[NH:9][N:10]=2)[N:7]=1.C[Si]([O:29][Si](C)(C)C)(C)C.[K].[Si](O[K])(C)(C)C. Product: [Cl:24][C:21]1[CH:22]=[CH:23][C:18]([C:3]2[C:2](=[O:29])[NH:7][N:6]3[C:8](=[O:11])[NH:9][N:10]=[C:5]3[C:4]=2[C:12]2[CH:17]=[CH:16][N:15]=[CH:14][CH:13]=2)=[CH:19][CH:20]=1. The catalyst class is: 1. (4) Reactant: [Cl:1][C:2]1[CH:3]=[C:4]([C:9]2([O:14][CH3:15])[CH2:13][CH2:12][NH:11][CH2:10]2)[CH:5]=[CH:6][C:7]=1[F:8].[CH2:16](N(CC)CC)[CH3:17].ICC. The catalyst class is: 7. Product: [Cl:1][C:2]1[CH:3]=[C:4]([C:9]2([O:14][CH3:15])[CH2:13][CH2:12][N:11]([CH2:16][CH3:17])[CH2:10]2)[CH:5]=[CH:6][C:7]=1[F:8]. (5) Reactant: [F:1][C:2]1[CH:3]=[CH:4][C:5]2[O:10][CH2:9][CH:8]3[C:11]([CH2:23][CH2:24][CH2:25][OH:26])([C:17]4[CH:22]=[CH:21][CH:20]=[CH:19][CH:18]=4)[C:12]([C:14](=[O:16])[CH3:15])=[N:13][N:7]3[C:6]=2[CH:27]=1.CC(OI1(OC(C)=O)(OC(C)=O)OC(=O)C2C=CC=CC1=2)=O.S([O-])([O-])(=O)=S.[Na+].[Na+].C([O-])(O)=O.[Na+]. Product: [C:14]([C:12]1[C:11]([CH2:23][CH2:24][CH:25]=[O:26])([C:17]2[CH:18]=[CH:19][CH:20]=[CH:21][CH:22]=2)[CH:8]2[CH2:9][O:10][C:5]3[CH:4]=[CH:3][C:2]([F:1])=[CH:27][C:6]=3[N:7]2[N:13]=1)(=[O:16])[CH3:15]. The catalyst class is: 2. (6) Reactant: [Br:1][C:2]1[CH:3]=[C:4]2[C:8](=[CH:9][CH:10]=1)[CH2:7][C:6]([CH2:11][C:12](OC)=[O:13])=[CH:5]2.[H-].[Al+3].[Li+].[H-].[H-].[H-].S([O-])([O-])(=O)=O.[Na+].[Na+]. Product: [Br:1][C:2]1[CH:3]=[C:4]2[C:8](=[CH:9][CH:10]=1)[CH2:7][C:6]([CH2:11][CH2:12][OH:13])=[CH:5]2. The catalyst class is: 27.